This data is from Reaction yield outcomes from USPTO patents with 853,638 reactions. The task is: Predict the reaction yield, written as a fraction of the theoretical maximum amount of product (1.0 means a 100% yield; for example, 0.34 means a 34% yield). The reactants are FC1C=C2C(C(I)=CN2S(C2C=CC=CC=2)(=O)=O)=CC=1.[F:21][C:22]1[CH:30]=[C:29]2[C:25]([C:26]([C:40]3[CH:41]=[CH:42][C:43]4[C:47]([CH:48]=3)=[N:46][N:45]([CH2:49][CH:50]3[CH2:55][CH2:54][N:53]([C:56](=[O:58])[CH3:57])[CH2:52][CH2:51]3)[CH:44]=4)=[CH:27][N:28]2S(C2C=CC=CC=2)(=O)=O)=[CH:24][CH:23]=1. No catalyst specified. The product is [F:21][C:22]1[CH:30]=[C:29]2[C:25]([C:26]([C:40]3[CH:41]=[CH:42][C:43]4[C:47]([CH:48]=3)=[N:46][N:45]([CH2:49][CH:50]3[CH2:55][CH2:54][N:53]([C:56](=[O:58])[CH3:57])[CH2:52][CH2:51]3)[CH:44]=4)=[CH:27][NH:28]2)=[CH:24][CH:23]=1. The yield is 0.0400.